From a dataset of Reaction yield outcomes from USPTO patents with 853,638 reactions. Predict the reaction yield, written as a fraction of the theoretical maximum amount of product (1.0 means a 100% yield; for example, 0.34 means a 34% yield). (1) The reactants are [NH2:1][C:2]1[CH:12]=[C:11]([O:13][CH2:14][CH3:15])[C:10]([O:16][CH2:17][CH3:18])=[CH:9][C:3]=1[C:4](OCC)=[O:5].Cl.[CH:20](N)=[NH:21]. The catalyst is C(N)=O. The product is [CH2:17]([O:16][C:10]1[CH:9]=[C:3]2[C:2](=[CH:12][C:11]=1[O:13][CH2:14][CH3:15])[N:1]=[CH:20][NH:21][C:4]2=[O:5])[CH3:18]. The yield is 0.730. (2) The reactants are C(Cl)(=O)C(Cl)=O.CS(C)=O.[I:11][C:12]1[C:16]([CH2:17][OH:18])=[CH:15][N:14]([CH:19]2[CH2:24][CH2:23][CH2:22][CH2:21][O:20]2)[N:13]=1.C(N(CC)CC)C. The catalyst is ClCCl. The product is [I:11][C:12]1[C:16]([CH:17]=[O:18])=[CH:15][N:14]([CH:19]2[CH2:24][CH2:23][CH2:22][CH2:21][O:20]2)[N:13]=1. The yield is 0.900. (3) The reactants are C([O:3][C:4]([C:6]1[C:7]([S:17][CH3:18])=[N:8][C:9]2[C:14]([C:15]=1[OH:16])=[CH:13][CH:12]=[CH:11][CH:10]=2)=[O:5])C.Cl. The catalyst is [OH-].[Na+]. The product is [CH3:18][S:17][C:7]1[NH:8][C:9]2[C:14]([C:15](=[O:16])[C:6]=1[C:4]([OH:5])=[O:3])=[CH:13][CH:12]=[CH:11][CH:10]=2. The yield is 0.850.